Dataset: Reaction yield outcomes from USPTO patents with 853,638 reactions. Task: Predict the reaction yield, written as a fraction of the theoretical maximum amount of product (1.0 means a 100% yield; for example, 0.34 means a 34% yield). (1) The reactants are [CH:1]([C:4]1[C:8]([CH2:9][CH2:10][CH2:11][OH:12])=[CH:7][N:6]([C:13]2[CH:18]=[CH:17][C:16]([C:19]([F:22])([F:21])[F:20])=[CH:15][CH:14]=2)[N:5]=1)([CH3:3])[CH3:2].O[C:24]1[CH:29]=[CH:28][CH:27]=[CH:26][C:25]=1[CH2:30][C:31]([O:33]C)=[O:32].C(P(CCCC)CCCC)CCC.N(C(N1CCCCC1)=O)=NC(N1CCCCC1)=O. The catalyst is O1CCCC1. The product is [CH:1]([C:4]1[C:8]([CH2:9][CH2:10][CH2:11][O:12][C:24]2[CH:29]=[CH:28][CH:27]=[CH:26][C:25]=2[CH2:30][C:31]([OH:33])=[O:32])=[CH:7][N:6]([C:13]2[CH:14]=[CH:15][C:16]([C:19]([F:21])([F:22])[F:20])=[CH:17][CH:18]=2)[N:5]=1)([CH3:3])[CH3:2]. The yield is 0.870. (2) The reactants are [O-]P([O-])([O-])=O.[K+].[K+].[K+].[Br:9][C:10]1[N:14]2[CH:15]=[C:16](I)[CH:17]=[C:18]([C:19]([F:22])([F:21])[F:20])[C:13]2=[N:12][C:11]=1[C:24]([O:26][CH3:27])=[O:25].[O:28]1[CH:32]=[CH:31][C:30](B(O)O)=[CH:29]1. The catalyst is C(#N)C.C1C=CC(P(C2C=CC=CC=2)[C-]2C=CC=C2)=CC=1.C1C=CC(P(C2C=CC=CC=2)[C-]2C=CC=C2)=CC=1.Cl[Pd]Cl.[Fe+2].C(Cl)Cl. The product is [Br:9][C:10]1[N:14]2[CH:15]=[C:16]([C:30]3[CH:31]=[CH:32][O:28][CH:29]=3)[CH:17]=[C:18]([C:19]([F:22])([F:21])[F:20])[C:13]2=[N:12][C:11]=1[C:24]([O:26][CH3:27])=[O:25]. The yield is 0.790. (3) The reactants are [Cl:1][C:2]1[C:6]([Cl:7])=[C:5]([CH3:8])[NH:4][C:3]=1[C:9]([NH:11][C@@H:12]1[CH2:17][CH2:16][N:15]([C:18]2[S:19][C:20]3[C:26]([C:27]([O:29]CC)=[O:28])=[CH:25][CH:24]=[CH:23][C:21]=3[N:22]=2)[CH2:14][C@@H:13]1[N:32]1[CH:36]=[CH:35][N:34]=[N:33]1)=[O:10].[OH-].[Ba+2].[OH-].Cl. The catalyst is CO.O. The product is [Cl:1][C:2]1[C:6]([Cl:7])=[C:5]([CH3:8])[NH:4][C:3]=1[C:9]([NH:11][C@@H:12]1[CH2:17][CH2:16][N:15]([C:18]2[S:19][C:20]3[C:26]([C:27]([OH:29])=[O:28])=[CH:25][CH:24]=[CH:23][C:21]=3[N:22]=2)[CH2:14][C@@H:13]1[N:32]1[CH:36]=[CH:35][N:34]=[N:33]1)=[O:10]. The yield is 0.737. (4) The reactants are [C:1]([C:3]1[CH:4]=[C:5]([C:10]2[O:14][C:13]([NH:15][CH2:16][C:17]([OH:19])=O)=[N:12][N:11]=2)[CH:6]=[CH:7][C:8]=1[F:9])#[N:2].[CH3:20][O:21][C:22]1[CH:27]=[CH:26][CH:25]=[C:24]([NH2:28])[CH:23]=1.Cl. The catalyst is CN(C=O)C. The product is [C:1]([C:3]1[CH:4]=[C:5]([C:10]2[O:14][C:13]([NH:15][CH2:16][C:17]([NH:28][C:24]3[CH:25]=[CH:26][CH:27]=[C:22]([O:21][CH3:20])[CH:23]=3)=[O:19])=[N:12][N:11]=2)[CH:6]=[CH:7][C:8]=1[F:9])#[N:2]. The yield is 0.330. (5) The reactants are [O:1]=[C:2]1[C:7]([C:8](=[O:16])[NH:9][C:10]2[CH:15]=[CH:14][N:13]=[CH:12][CH:11]=2)=[CH:6][CH:5]=[CH:4][N:3]1[CH:17]1[C:25]2[CH:24]=[CH:23][CH:22]=[C:21]([C:26](O)=[O:27])[C:20]=2[CH2:19][CH2:18]1.CCN=C=NCCCN(C)C.Cl.C1C=CC2N(O)N=NC=2C=1.CCN(CC)CC.[CH3:58][NH2:59].Cl. The catalyst is C(Cl)Cl.O. The product is [CH3:58][NH:59][C:26]([C:21]1[CH:22]=[CH:23][CH:24]=[C:25]2[C:20]=1[CH2:19][CH2:18][CH:17]2[N:3]1[CH:4]=[CH:5][CH:6]=[C:7]([C:8]([NH:9][C:10]2[CH:15]=[CH:14][N:13]=[CH:12][CH:11]=2)=[O:16])[C:2]1=[O:1])=[O:27]. The yield is 0.390. (6) The reactants are Br[C:2]1[C:6]2=[N:7][CH:8]=[CH:9][C:10]([Cl:11])=[C:5]2[S:4][CH:3]=1.[Cl:12][C:13]1[CH:18]=[C:17]([F:19])[CH:16]=[CH:15][C:14]=1B(O)O.O1CCOCC1.[O-]P([O-])([O-])=O.[K+].[K+].[K+]. The catalyst is O.C1C=CC(P(C2C=CC=CC=2)[C-]2C=CC=C2)=CC=1.C1C=CC(P(C2C=CC=CC=2)[C-]2C=CC=C2)=CC=1.Cl[Pd]Cl.[Fe+2].C(Cl)Cl. The product is [Cl:11][C:10]1[CH:9]=[CH:8][N:7]=[C:6]2[C:2]([C:14]3[CH:15]=[CH:16][C:17]([F:19])=[CH:18][C:13]=3[Cl:12])=[CH:3][S:4][C:5]=12. The yield is 0.800. (7) The yield is 0.300. The reactants are [C:1]([O:6][CH2:7][CH3:8])(=[O:5])[CH2:2][CH2:3][CH3:4].C([N-]C(C)C)(C)C.[Li+].[CH:17](OCC)=[O:18]. The product is [CH:17]([CH:2]([CH2:3][CH3:4])[C:1]([O:6][CH2:7][CH3:8])=[O:5])=[O:18]. The catalyst is C1COCC1.C(OCC)C.